Predict which catalyst facilitates the given reaction. From a dataset of Catalyst prediction with 721,799 reactions and 888 catalyst types from USPTO. (1) Reactant: [Br:1][C:2]1[C:3]2[N:4]([C:22]([CH3:25])=[N:23][N:24]=2)[C:5]2[CH:10]=[C:9]([CH3:11])[N:8]([CH2:12][C:13]3[CH:14]=[C:15]([CH2:20]O)[CH:16]=[C:17]([Cl:19])[CH:18]=3)[C:6]=2[CH:7]=1.[CH2:26]([N:28](CC)[CH2:29][CH3:30])[CH3:27].CS(Cl)(=O)=O.N1CCCC1. Product: [Br:1][C:2]1[C:3]2[N:4]([C:22]([CH3:25])=[N:23][N:24]=2)[C:5]2[CH:10]=[C:9]([CH3:11])[N:8]([CH2:12][C:13]3[CH:14]=[C:15]([CH2:20][N:28]4[CH2:29][CH2:30][CH2:27][CH2:26]4)[CH:16]=[C:17]([Cl:19])[CH:18]=3)[C:6]=2[CH:7]=1. The catalyst class is: 168. (2) Reactant: [C:1]([C:4]1[CH:5]=[CH:6][C:7]([N:25]2[CH2:30][CH2:29][CH2:28][C@@H:27]([NH:31]C(=O)OC(C)(C)C)[CH2:26]2)=[N:8][C:9]=1[NH:10][C:11]1[CH:16]=[CH:15][C:14]([C:17]([N:19]2[CH2:24][CH2:23][O:22][CH2:21][CH2:20]2)=[O:18])=[CH:13][CH:12]=1)(=[O:3])[NH2:2].C(O)(C(F)(F)F)=O. Product: [NH2:31][C@@H:27]1[CH2:28][CH2:29][CH2:30][N:25]([C:7]2[CH:6]=[CH:5][C:4]([C:1]([NH2:2])=[O:3])=[C:9]([NH:10][C:11]3[CH:12]=[CH:13][C:14]([C:17]([N:19]4[CH2:24][CH2:23][O:22][CH2:21][CH2:20]4)=[O:18])=[CH:15][CH:16]=3)[N:8]=2)[CH2:26]1. The catalyst class is: 2. (3) Reactant: [C:1]([O:5][C:6](=[O:22])[CH2:7][C@@H:8](CO)[NH:9]C(OCC1C=CC=CC=1)=O)([CH3:4])([CH3:3])[CH3:2].C(N(CC)CC)C.CS(Cl)(=O)=O.O. Product: [C:1]([O:5][C:6](=[O:22])[CH2:7][CH2:8][NH2:9])([CH3:4])([CH3:3])[CH3:2]. The catalyst class is: 4. (4) Reactant: [C:1]([O:5][C:6](=[O:38])[NH:7][C@H:8]([CH2:28][C:29]1[CH:34]=[C:33]([F:35])[C:32]([F:36])=[CH:31][C:30]=1[F:37])[CH2:9][C:10](=O)[NH:11][NH:12][C:13]1[C:18]2[N:19]=[C:20]([C:23]([F:26])([F:25])[F:24])[N:21]=[CH:22][C:17]=2[CH2:16][CH2:15][N:14]=1)([CH3:4])([CH3:3])[CH3:2]. Product: [C:1]([O:5][C:6](=[O:38])[NH:7][C@H:8]([CH2:28][C:29]1[CH:34]=[C:33]([F:35])[C:32]([F:36])=[CH:31][C:30]=1[F:37])[CH2:9][C:10]1[N:14]2[CH2:15][CH2:16][C:17]3[C:18](=[N:19][C:20]([C:23]([F:24])([F:26])[F:25])=[N:21][CH:22]=3)[C:13]2=[N:12][N:11]=1)([CH3:3])([CH3:2])[CH3:4]. The catalyst class is: 141. (5) Reactant: N1C=CC=CC=1.[CH3:7][S:8](Cl)(=[O:10])=[O:9].[Cl:12][C:13]1[CH:14]=[C:15]([C:19]#[C:20][C:21]2[CH:22]=[CH:23][C:24]([F:28])=[C:25]([NH2:27])[CH:26]=2)[CH:16]=[N:17][CH:18]=1. Product: [Cl:12][C:13]1[CH:14]=[C:15]([C:19]#[C:20][C:21]2[CH:22]=[CH:23][C:24]([F:28])=[C:25]([NH:27][S:8]([CH3:7])(=[O:10])=[O:9])[CH:26]=2)[CH:16]=[N:17][CH:18]=1. The catalyst class is: 4. (6) Reactant: [NH2:1][C:2]1[CH:7]=[CH:6][CH:5]=[CH:4][CH:3]=1.O.C1(C)C=CC(S(O)(=O)=O)=CC=1.[CH3:20][O:21][C:22]1[CH:27]=[CH:26][C:25]([N:28]2[CH2:33][CH2:32][N:31]([C:34]3[C:35]([CH3:48])=[C:36]([CH3:47])[C:37]4[O:41][C:40]([CH3:43])([CH3:42])[CH:39](O)[C:38]=4[C:45]=3[CH3:46])[CH2:30][CH2:29]2)=[CH:24][CH:23]=1.CCCCCC.C(OCC)(=O)C. Product: [C:2]1([NH:1][CH:39]2[C:38]3[C:45]([CH3:46])=[C:34]([N:31]4[CH2:30][CH2:29][N:28]([C:25]5[CH:24]=[CH:23][C:22]([O:21][CH3:20])=[CH:27][CH:26]=5)[CH2:33][CH2:32]4)[C:35]([CH3:48])=[C:36]([CH3:47])[C:37]=3[O:41][C:40]2([CH3:43])[CH3:42])[CH:7]=[CH:6][CH:5]=[CH:4][CH:3]=1. The catalyst class is: 5.